Predict the reaction yield, written as a fraction of the theoretical maximum amount of product (1.0 means a 100% yield; for example, 0.34 means a 34% yield). From a dataset of Reaction yield outcomes from USPTO patents with 853,638 reactions. (1) The reactants are C(C1C=CC2[N:7](C(CNC(=O)OC(C)(C)C)=NN=2)N=1)=O.[CH:21]([C:23]1[CH:24]=[CH:25][C:26]2[N:27]([C:29]([CH2:32][NH:33]C(=O)OC(C)(C)C)=[N:30][N:31]=2)[N:28]=1)=[CH2:22].O.I([O-])(=O)(=O)=O.[Na+].[CH2:48]1[CH2:52][O:51][CH2:50][CH2:49]1. The catalyst is [Os](=O)(=O)(=O)=O. The product is [CH:48]1([C:52]2[O:51][N:7]=[C:21]([C:23]3[CH:24]=[CH:25][C:26]4[N:27]([C:29]([CH2:32][NH2:33])=[N:30][N:31]=4)[N:28]=3)[CH:22]=2)[CH2:49][CH2:50]1. The yield is 0.720. (2) The reactants are Br[C:2]1[CH:3]=[C:4]2[C:8](=[CH:9][CH:10]=1)[N:7]([CH:11]1[CH2:16][CH2:15][CH2:14][CH2:13][O:12]1)[N:6]=[CH:5]2.[C:17]([O:21][CH2:22][CH3:23])(=[O:20])[CH:18]=[CH2:19].C1(C)C=CC=CC=1P(C1C=CC=CC=1C)C1C=CC=CC=1C. The catalyst is C(#N)C.C1C=CC(/C=C/C(/C=C/C2C=CC=CC=2)=O)=CC=1.C1C=CC(/C=C/C(/C=C/C2C=CC=CC=2)=O)=CC=1.C1C=CC(/C=C/C(/C=C/C2C=CC=CC=2)=O)=CC=1.C(Cl)(Cl)Cl.[Pd].[Pd]. The product is [O:12]1[CH2:13][CH2:14][CH2:15][CH2:16][CH:11]1[N:7]1[C:8]2[C:4](=[CH:3][C:2](/[CH:19]=[CH:18]/[C:17]([O:21][CH2:22][CH3:23])=[O:20])=[CH:10][CH:9]=2)[CH:5]=[N:6]1. The yield is 0.760.